From a dataset of Catalyst prediction with 721,799 reactions and 888 catalyst types from USPTO. Predict which catalyst facilitates the given reaction. (1) Reactant: [CH3:1][NH:2][C:3]1[C:8]([CH:9]=O)=[CH:7][N:6]=[C:5]([S:11][CH3:12])[N:4]=1.C(OP([CH2:21][C:22](=[O:24])[CH3:23])(=O)OCC)C.[H-].[Na+].C(O)CCC. Product: [CH3:1][NH:2][C:3]1[C:8]([CH:9]=[CH:21][C:22](=[O:24])[CH3:23])=[CH:7][N:6]=[C:5]([S:11][CH3:12])[N:4]=1. The catalyst class is: 1. (2) Reactant: [F:1][C:2]([F:15])([F:14])[CH2:3][O:4][C:5]1[CH:13]=[CH:12][C:8]([C:9](O)=[O:10])=[CH:7][N:6]=1.C(Cl)(=O)C([Cl:19])=O. Product: [F:1][C:2]([F:15])([F:14])[CH2:3][O:4][C:5]1[CH:13]=[CH:12][C:8]([C:9]([Cl:19])=[O:10])=[CH:7][N:6]=1. The catalyst class is: 26. (3) Reactant: [C:1]([Si:5]([CH3:25])([CH3:24])[O:6][CH2:7][CH2:8][CH:9]=[CH:10][Sn](CCCC)(CCCC)CCCC)([CH3:4])([CH3:3])[CH3:2].OS(C(F)(F)F)(=O)=O.[C:34]([C:36]1[CH:41]=[CH:40][C:39]([C:42]2[CH:47]=[CH:46][CH:45]=[CH:44][CH:43]=2)=[CH:38][CH:37]=1)#[N:35]. Product: [C:1]([Si:5]([CH3:24])([CH3:25])[O:6][CH2:7][CH2:8][CH:9]=[CH:10][C:45]1[CH:44]=[CH:43][C:42]([C:39]2[CH:38]=[CH:37][C:36]([C:34]#[N:35])=[CH:41][CH:40]=2)=[CH:47][CH:46]=1)([CH3:2])([CH3:3])[CH3:4]. The catalyst class is: 233. (4) Reactant: [C:1]([C:3]1[CH:8]=[CH:7][C:6]([C:9]2[O:13][N:12]=[C:11]([C:14]3[CH:19]=[CH:18][C:17]([C:20]4[CH:25]=[CH:24][C:23]([O:26][CH2:27][CH2:28][CH2:29][C:30]([OH:32])=[O:31])=[CH:22][CH:21]=4)=[CH:16][CH:15]=3)[N:10]=2)=[CH:5][CH:4]=1)#[N:2].CC(O)=O.CCN(CC)CC.[N-:44]=[N+:45]=[N-:46].[Na+].Cl. Product: [NH:44]1[C:1]([C:3]2[CH:8]=[CH:7][C:6]([C:9]3[O:13][N:12]=[C:11]([C:14]4[CH:19]=[CH:18][C:17]([C:20]5[CH:25]=[CH:24][C:23]([O:26][CH2:27][CH2:28][CH2:29][C:30]([OH:32])=[O:31])=[CH:22][CH:21]=5)=[CH:16][CH:15]=4)[N:10]=3)=[CH:5][CH:4]=2)=[N:2][N:46]=[N:45]1. The catalyst class is: 136. (5) Reactant: [CH2:1]([O:8][C:9]1[CH:14]=[CH:13][C:12](Br)=[C:11]([O:16][CH2:17][C:18]([CH3:20])=[CH2:19])[CH:10]=1)[C:2]1[CH:7]=[CH:6][CH:5]=[CH:4][CH:3]=1.C([SnH](CCCC)CCCC)CCC.C(OOC(=O)C1C=CC=CC=1)(=O)C1C=CC=CC=1. Product: [CH2:1]([O:8][C:9]1[CH:14]=[CH:13][C:12]2[C:18]([CH3:20])([CH3:19])[CH2:17][O:16][C:11]=2[CH:10]=1)[C:2]1[CH:7]=[CH:6][CH:5]=[CH:4][CH:3]=1. The catalyst class is: 48. (6) Reactant: [N+:1]([C:4]1[C:13]2[C:8](=[CH:9][CH:10]=[CH:11][CH:12]=2)[CH:7]=[CH:6][C:5]=1[CH:14]=O)([O-:3])=[O:2].[C:16](Br)(Br)([Br:18])[Br:17].C1C=CC(P(C2C=CC=CC=2)C2C=CC=CC=2)=CC=1.CCCCCC. Product: [Br:17][C:16]([Br:18])=[CH:14][C:5]1[CH:6]=[CH:7][C:8]2[C:13](=[CH:12][CH:11]=[CH:10][CH:9]=2)[C:4]=1[N+:1]([O-:3])=[O:2]. The catalyst class is: 2. (7) Reactant: [CH:1]1([C:4]2[C:5]([N:25]([CH2:30][CH2:31][CH2:32][C:33](Cl)=[O:34])[S:26]([CH3:29])(=[O:28])=[O:27])=[CH:6][C:7]3[O:11][C:10]([C:12]4[CH:17]=[CH:16][C:15]([F:18])=[CH:14][CH:13]=4)=[C:9]([C:19]4[NH:20][CH:21]=[CH:22][N:23]=4)[C:8]=3[CH:24]=2)[CH2:3][CH2:2]1.C(Cl)Cl.C(N(C(C)C)CC)(C)C.[C:48]([O:52][C:53]([CH3:56])([CH3:55])[CH3:54])(=[O:51])[NH:49][NH2:50]. Product: [CH:1]1([C:4]2[C:5]([N:25]([CH2:30][CH2:31][CH2:32][C:33]([NH:50][NH:49][C:48]([O:52][C:53]([CH3:56])([CH3:55])[CH3:54])=[O:51])=[O:34])[S:26]([CH3:29])(=[O:28])=[O:27])=[CH:6][C:7]3[O:11][C:10]([C:12]4[CH:17]=[CH:16][C:15]([F:18])=[CH:14][CH:13]=4)=[C:9]([C:19]4[NH:20][CH:21]=[CH:22][N:23]=4)[C:8]=3[CH:24]=2)[CH2:3][CH2:2]1. The catalyst class is: 54. (8) Reactant: C(NC(C)C)(C)C.C([Li])CCC.[C:13]1(=[O:18])[O:17][CH2:16][CH2:15][CH2:14]1.[CH2:19](Br)[C:20]1[CH:25]=[CH:24][CH:23]=[CH:22][CH:21]=1.CN(C)P(N(C)C)(N(C)C)=O. Product: [CH2:19]([CH:14]1[CH2:15][CH2:16][O:17][C:13]1=[O:18])[C:20]1[CH:25]=[CH:24][CH:23]=[CH:22][CH:21]=1. The catalyst class is: 7.